The task is: Predict which catalyst facilitates the given reaction.. This data is from Catalyst prediction with 721,799 reactions and 888 catalyst types from USPTO. (1) Reactant: [Cl:1][C:2]1[N:7]=[C:6]([N:8]2[CH2:13][CH2:12][CH:11]([NH:14]C(=O)OC(C)(C)C)[CH2:10][CH2:9]2)[CH:5]=[C:4]([C:22]2[N:26]=[CH:25][O:24][N:23]=2)[CH:3]=1. Product: [ClH:1].[Cl:1][C:2]1[N:7]=[C:6]([N:8]2[CH2:9][CH2:10][CH:11]([NH2:14])[CH2:12][CH2:13]2)[CH:5]=[C:4]([C:22]2[N:26]=[CH:25][O:24][N:23]=2)[CH:3]=1. The catalyst class is: 89. (2) Reactant: C([Li])CCC.[Br-].[OH:7][C:8]1[CH:33]=[CH:32][CH:31]=[CH:30][C:9]=1[CH2:10][P+](C1C=CC=CC=1)(C1C=CC=CC=1)C1C=CC=CC=1.[C:34]([C:36]1[CH:41]=[CH:40][C:39]([CH2:42][CH2:43][CH:44]([CH:54]=O)[CH2:45][CH2:46][CH2:47][CH2:48][C:49]([O:51][CH2:52][CH3:53])=[O:50])=[CH:38][CH:37]=1)#[N:35].O. Product: [C:34]([C:36]1[CH:41]=[CH:40][C:39]([CH2:42][CH2:43][CH:44](/[CH:54]=[CH:10]/[C:9]2[CH:30]=[CH:31][CH:32]=[CH:33][C:8]=2[OH:7])[CH2:45][CH2:46][CH2:47][CH2:48][C:49]([O:51][CH2:52][CH3:53])=[O:50])=[CH:38][CH:37]=1)#[N:35]. The catalyst class is: 323. (3) Reactant: [C:1]([OH:12])(=[O:11])[C:2]1[CH:10]=[CH:9][C:7]([OH:8])=[C:4]([O:5][CH3:6])[CH:3]=1.[OH-].[Na+].Cl[C:16]([O:18][CH3:19])=[O:17]. Product: [CH3:6][O:5][C:4]1[CH:3]=[C:2]([CH:10]=[CH:9][C:7]=1[O:8][C:16]([O:18][CH3:19])=[O:17])[C:1]([OH:12])=[O:11]. The catalyst class is: 6. (4) Reactant: Br[C:2]1[CH:3]=[C:4]([CH2:19][OH:20])[CH:5]=[N:6][C:7]=1[O:8][C:9]1[CH:14]=[CH:13][CH:12]=[C:11]([C:15]([F:18])([F:17])[F:16])[CH:10]=1.[Cu][C:22]#[N:23].N. Product: [OH:20][CH2:19][C:4]1[CH:5]=[N:6][C:7]([O:8][C:9]2[CH:14]=[CH:13][CH:12]=[C:11]([C:15]([F:18])([F:17])[F:16])[CH:10]=2)=[C:2]([CH:3]=1)[C:22]#[N:23]. The catalyst class is: 60. (5) Reactant: [CH3:1][O:2][C:3]1[CH:10]=[CH:9][C:6]([CH2:7]Cl)=[CH:5][CH:4]=1.C(=O)([O-])[O-].[K+].[K+].[F:17][C:18]1[CH:25]=[C:24]([OH:26])[CH:23]=[CH:22][C:19]=1[C:20]#[N:21]. Product: [F:17][C:18]1[CH:25]=[C:24]([O:26][CH2:7][C:6]2[CH:9]=[CH:10][C:3]([O:2][CH3:1])=[CH:4][CH:5]=2)[CH:23]=[CH:22][C:19]=1[C:20]#[N:21]. The catalyst class is: 21. (6) Reactant: [C:1]([O:5][C:6](=[O:14])[NH:7][C:8]1[NH:9][N:10]=[C:11]([NH2:13])[CH:12]=1)([CH3:4])([CH3:3])[CH3:2].[C:15]([C:18]1[CH:19]=[C:20]([N:24]=[C:25]=[S:26])[CH:21]=[CH:22][CH:23]=1)(=[O:17])[CH3:16]. Product: [C:1]([O:5][C:6](=[O:14])[NH:7][C:8]1[CH:12]=[C:11]([NH:13][C:25]([NH:24][C:20]2[CH:21]=[CH:22][CH:23]=[C:18]([C:15](=[O:17])[CH3:16])[CH:19]=2)=[S:26])[NH:10][N:9]=1)([CH3:4])([CH3:2])[CH3:3]. The catalyst class is: 1. (7) Reactant: [F:1][C:2]1[CH:3]=[CH:4][C:5]([C:8]2[C:12]([CH2:13][OH:14])=[C:11]([CH3:15])[O:10][N:9]=2)=[N:6][CH:7]=1.[CH3:16][O:17][C:18]([C:20]1[O:24][NH:23][C:22](=O)[CH:21]=1)=[O:19].C1(P(C2C=CC=CC=2)C2C=CC=CC=2)C=CC=CC=1.N(C(OCC)=O)=NC(OCC)=O. Product: [CH3:16][O:17][C:18]([C:20]1[O:24][N:23]=[C:22]([O:14][CH2:13][C:12]2[C:8]([C:5]3[CH:4]=[CH:3][C:2]([F:1])=[CH:7][N:6]=3)=[N:9][O:10][C:11]=2[CH3:15])[CH:21]=1)=[O:19]. The catalyst class is: 1. (8) Reactant: C([O:8][C:9]1[CH:10]=[C:11]([O:15][S:16]([C:19]2[CH:24]=[CH:23][CH:22]=[CH:21][C:20]=2[Cl:25])(=[O:18])=[O:17])[CH:12]=[CH:13][CH:14]=1)C1C=CC=CC=1. Product: [OH:8][C:9]1[CH:10]=[C:11]([O:15][S:16]([C:19]2[CH:24]=[CH:23][CH:22]=[CH:21][C:20]=2[Cl:25])(=[O:18])=[O:17])[CH:12]=[CH:13][CH:14]=1. The catalyst class is: 312.